From a dataset of Peptide-MHC class II binding affinity with 134,281 pairs from IEDB. Regression. Given a peptide amino acid sequence and an MHC pseudo amino acid sequence, predict their binding affinity value. This is MHC class II binding data. (1) The peptide sequence is CFKYLLIQGHYDQKL. The MHC is DRB3_0101 with pseudo-sequence DRB3_0101. The binding affinity (normalized) is 0.312. (2) The peptide sequence is KSLFFLDEPLKSVPL. The MHC is DRB1_0802 with pseudo-sequence DRB1_0802. The binding affinity (normalized) is 0.0896.